From a dataset of Catalyst prediction with 721,799 reactions and 888 catalyst types from USPTO. Predict which catalyst facilitates the given reaction. (1) Reactant: [CH3:1][O:2][C:3]([C:5]1[CH:10]=[N:9][C:8]([CH:11]=[CH:12]N(C)C)=[CH:7][N:6]=1)=[O:4].Cl.[OH2:17].[Cl-].[Na+]. Product: [CH3:1][O:2][C:3]([C:5]1[CH:10]=[N:9][C:8]([CH2:11][CH:12]=[O:17])=[CH:7][N:6]=1)=[O:4]. The catalyst class is: 48. (2) Reactant: [Br:1][C:2]1[CH:3]=[C:4]([C:9]2[O:13]C(=O)[N:11](C)[N:10]=2)[CH:5]=[CH:6][C:7]=1[CH3:8].BrC1C=C(C2OC(=O)NN=2)C=CC=1C.CI.C(=O)([O-])[O-].[K+].[K+]. Product: [Br:1][C:2]1[CH:3]=[C:4]([CH:5]=[CH:6][C:7]=1[CH3:8])[C:9]([NH:10][NH2:11])=[O:13]. The catalyst class is: 248.